From a dataset of Reaction yield outcomes from USPTO patents with 853,638 reactions. Predict the reaction yield, written as a fraction of the theoretical maximum amount of product (1.0 means a 100% yield; for example, 0.34 means a 34% yield). The reactants are C(OC(=O)[NH:7][CH:8]1[CH2:13][CH2:12][N:11]([CH2:14][CH2:15][N:16]2[C:21]3[CH:22]=[C:23]([O:26][CH3:27])[CH:24]=[CH:25][C:20]=3[O:19][CH2:18][C:17]2=[O:28])[CH2:10][CH2:9]1)(C)(C)C.NC1CCN(CCN2C3C(=CC=C(C#N)C=3)C=CC2=O)CC1. No catalyst specified. The product is [NH2:7][CH:8]1[CH2:9][CH2:10][N:11]([CH2:14][CH2:15][N:16]2[C:21]3[CH:22]=[C:23]([O:26][CH3:27])[CH:24]=[CH:25][C:20]=3[O:19][CH2:18][C:17]2=[O:28])[CH2:12][CH2:13]1. The yield is 1.00.